This data is from Forward reaction prediction with 1.9M reactions from USPTO patents (1976-2016). The task is: Predict the product of the given reaction. (1) Given the reactants [S:1]1[CH:5]=[CH:4][CH:3]=[CH:2]1.[Li]CCCC.Br[CH2:12][CH2:13][CH2:14][CH2:15][CH2:16][CH3:17], predict the reaction product. The product is: [CH2:12]([C:2]1[S:1][CH:5]=[CH:4][CH:3]=1)[CH2:13][CH2:14][CH2:15][CH2:16][CH3:17]. (2) Given the reactants [OH:1][C:2]1[CH:3]=[C:4]([C:8](=[O:11])[CH2:9][CH3:10])[CH:5]=[CH:6][CH:7]=1.[CH2:12]=O.Cl.[CH3:15][NH:16][CH3:17].Cl, predict the reaction product. The product is: [CH3:15][N:16]([CH3:17])[CH2:10][CH:9]([CH3:12])[C:8]([C:4]1[CH:5]=[CH:6][CH:7]=[C:2]([OH:1])[CH:3]=1)=[O:11]. (3) Given the reactants [NH:1]1[CH2:6][CH2:5][O:4][CH:3]([CH2:7][OH:8])[CH2:2]1.C(N(CC)C(C)C)(C)C.Cl[C:19]1[N:24]=[C:23]([O:25][C:26]2[CH:52]=[CH:51][C:50]([F:53])=[CH:49][C:27]=2[CH2:28][NH:29][C:30]([NH:32][C:33]2[N:37]([C:38]3[CH:43]=[CH:42][C:41]([CH3:44])=[CH:40][CH:39]=3)[N:36]=[C:35]([C:45]([CH3:48])([CH3:47])[CH3:46])[CH:34]=2)=[O:31])[CH:22]=[CH:21][N:20]=1.C(=O)(O)[O-].[Na+], predict the reaction product. The product is: [C:45]([C:35]1[CH:34]=[C:33]([NH:32][C:30]([NH:29][CH2:28][C:27]2[CH:49]=[C:50]([F:53])[CH:51]=[CH:52][C:26]=2[O:25][C:23]2[CH:22]=[CH:21][N:20]=[C:19]([N:1]3[CH2:6][CH2:5][O:4][CH:3]([CH2:7][OH:8])[CH2:2]3)[N:24]=2)=[O:31])[N:37]([C:38]2[CH:43]=[CH:42][C:41]([CH3:44])=[CH:40][CH:39]=2)[N:36]=1)([CH3:48])([CH3:46])[CH3:47]. (4) Given the reactants [CH2:1]([O:8][C:9]1[CH:14]=[CH:13][C:12]([CH2:15][C@H:16]([N:27]([C:30](OC(C)(C)C)=O)[NH:28]C)[C:17]([O:19][CH2:20][C:21]2[CH:26]=[CH:25][CH:24]=[CH:23][CH:22]=2)=[O:18])=[CH:11][CH:10]=1)[C:2]1[CH:7]=[CH:6][CH:5]=[CH:4][CH:3]=1.FC(F)(F)C(O)=O, predict the reaction product. The product is: [CH2:1]([O:8][C:9]1[CH:14]=[CH:13][C:12]([CH2:15][C@H:16]([N:27]([CH3:30])[NH2:28])[C:17]([O:19][CH2:20][C:21]2[CH:26]=[CH:25][CH:24]=[CH:23][CH:22]=2)=[O:18])=[CH:11][CH:10]=1)[C:2]1[CH:3]=[CH:4][CH:5]=[CH:6][CH:7]=1. (5) Given the reactants [C:1]([C:3]1[CH:16]=[CH:15][C:6]([O:7][CH2:8][CH2:9][N:10]2[CH2:14][CH2:13][CH2:12][CH2:11]2)=[CH:5][CH:4]=1)#[CH:2].Br[C:18]1[CH:23]=[CH:22][C:21]([Br:24])=[CH:20][N:19]=1.C(NC(C)C)(C)C, predict the reaction product. The product is: [Br:24][C:21]1[CH:22]=[CH:23][C:18]([C:2]#[C:1][C:3]2[CH:16]=[CH:15][C:6]([O:7][CH2:8][CH2:9][N:10]3[CH2:11][CH2:12][CH2:13][CH2:14]3)=[CH:5][CH:4]=2)=[N:19][CH:20]=1. (6) Given the reactants [C:1]([C:3]1[C:4]([N:22]2[CH2:27][CH2:26][CH:25]([C:28](O)=[O:29])[CH2:24][CH2:23]2)=[N:5][C:6]([CH2:15][N:16]2[CH2:20][CH2:19][CH2:18][C:17]2=[O:21])=[C:7]([C:9]([O:11][CH:12]([CH3:14])[CH3:13])=[O:10])[CH:8]=1)#[N:2].[F:31][C:32]1[CH:37]=[CH:36][C:35]([NH:38][S:39]([NH2:42])(=[O:41])=[O:40])=[CH:34][CH:33]=1, predict the reaction product. The product is: [C:1]([C:3]1[C:4]([N:22]2[CH2:23][CH2:24][CH:25]([C:28](=[O:29])[NH:42][S:39]([NH:38][C:35]3[CH:34]=[CH:33][C:32]([F:31])=[CH:37][CH:36]=3)(=[O:40])=[O:41])[CH2:26][CH2:27]2)=[N:5][C:6]([CH2:15][N:16]2[CH2:20][CH2:19][CH2:18][C:17]2=[O:21])=[C:7]([CH:8]=1)[C:9]([O:11][CH:12]([CH3:14])[CH3:13])=[O:10])#[N:2]. (7) Given the reactants [CH3:1][C:2]1[CH:3]=[C:4]2[C:8](=[CH:9][CH:10]=1)[NH:7][C:6]1[CH2:11][CH:12]3[N:17]([CH3:18])[CH:16]([C:5]2=1)[CH2:15][CH2:14][CH2:13]3.[C:19]([C:21]1[CH:22]=[CH:23][C:24]([CH3:27])=[N:25][CH:26]=1)#[CH:20], predict the reaction product. The product is: [CH3:1][C:2]1[CH:3]=[C:4]2[C:8](=[CH:9][CH:10]=1)[N:7](/[CH:20]=[CH:19]\[C:21]1[CH:26]=[N:25][C:24]([CH3:27])=[CH:23][CH:22]=1)[C:6]1[CH2:11][C@H:12]3[N:17]([CH3:18])[C@@H:16]([C:5]2=1)[CH2:15][CH2:14][CH2:13]3.